Dataset: Catalyst prediction with 721,799 reactions and 888 catalyst types from USPTO. Task: Predict which catalyst facilitates the given reaction. (1) Reactant: [NH2:1][CH2:2][CH2:3][N:4]1[CH2:9][CH2:8][O:7][CH2:6][CH2:5]1.CO[C:12]1[C:21](=[O:22])[C:16]2[N:17]=[C:18]([CH3:20])[S:19][C:15]=2[C:14](=[O:23])[CH:13]=1. Product: [CH3:20][C:18]1[S:19][C:15]2[C:14](=[O:23])[CH:13]=[C:12]([NH:1][CH2:2][CH2:3][N:4]3[CH2:9][CH2:8][O:7][CH2:6][CH2:5]3)[C:21](=[O:22])[C:16]=2[N:17]=1. The catalyst class is: 8. (2) Reactant: [NH2:1][C:2]([CH2:4][N:5]([CH2:47][C:48]([O:50]C(C)(C)C)=[O:49])[CH:6]([CH2:32][C:33]1[CH:38]=[CH:37][C:36]([NH:39]C(OC(C)(C)C)=O)=[CH:35][CH:34]=1)[CH2:7][N:8]([CH2:24][C:25]([O:27]C(C)(C)C)=[O:26])[CH2:9][CH2:10][N:11]([CH2:20][C:21]([NH2:23])=[O:22])[CH2:12][C:13]([O:15]C(C)(C)C)=[O:14])=[O:3]. Product: [NH2:39][C:36]1[CH:35]=[CH:34][C:33]([CH2:32][CH:6]([CH2:7][N:8]([CH2:24][C:25]([OH:27])=[O:26])[CH2:9][CH2:10][N:11]([CH2:20][C:21]([NH2:23])=[O:22])[CH2:12][C:13]([OH:15])=[O:14])[N:5]([CH2:4][C:2]([NH2:1])=[O:3])[CH2:47][C:48]([OH:50])=[O:49])=[CH:38][CH:37]=1. The catalyst class is: 67. (3) Reactant: [Cl:1]N1C(=O)CCC1=O.[F:9][C:10]1[CH:23]=[CH:22][C:13]2[N:14]([CH2:18][C:19]([NH2:21])=[O:20])[C:15](=[O:17])[O:16][C:12]=2[C:11]=1[F:24]. Product: [Cl:1][C:22]1[C:13]2[N:14]([CH2:18][C:19]([NH2:21])=[O:20])[C:15](=[O:17])[O:16][C:12]=2[C:11]([F:24])=[C:10]([F:9])[CH:23]=1. The catalyst class is: 65. (4) Reactant: Cl[C:2]1[N:3]=[C:4]2[CH:12]=[CH:11][N:10]=[CH:9][C:5]2=[N:6][C:7]=1Cl.[C:13](=[O:16])([O-])[O-].[Cs+].[Cs+].[Cl:19][C:20]1[C:25]([Cl:26])=[CH:24][CH:23]=[CH:22][C:21]=1[S:27]([NH2:30])(=[O:29])=[O:28]. Product: [Cl:19][C:20]1[C:25]([Cl:26])=[CH:24][CH:23]=[CH:22][C:21]=1[S:27]([NH:30][C:2]1[N:3]=[C:4]2[CH:12]=[CH:11][N:10]=[CH:9][C:5]2=[N:6][C:7]=1[O:16][CH3:13])(=[O:28])=[O:29]. The catalyst class is: 10. (5) Reactant: [Cl:1][C:2]1[C:3]([C:10]2[CH:17]=[CH:16][C:13]([CH:14]=O)=[CH:12][CH:11]=2)=[N:4][CH:5]=[C:6]([CH2:8][OH:9])[CH:7]=1.[O:18]1[CH2:23][CH2:22][N:21]([C:24]2[CH:25]=[C:26]([NH2:31])[C:27]([NH2:30])=[CH:28][CH:29]=2)[CH2:20][CH2:19]1. Product: [Cl:1][C:2]1[CH:7]=[C:6]([CH2:8][OH:9])[CH:5]=[N:4][C:3]=1[C:10]1[CH:17]=[CH:16][C:13]([C:14]2[NH:31][C:26]3[CH:25]=[C:24]([N:21]4[CH2:22][CH2:23][O:18][CH2:19][CH2:20]4)[CH:29]=[CH:28][C:27]=3[N:30]=2)=[CH:12][CH:11]=1. The catalyst class is: 641. (6) Reactant: [C:1](Cl)(=O)[C:2]([Cl:4])=[O:3].CN(C)C=O.[F:12][C:13]([F:27])([F:26])[C:14]1[S:18][C:17]2[CH:19]=[CH:20][CH:21]=[CH:22][C:16]=2C=1C(O)=O. Product: [F:27][C:13]([F:12])([F:26])[C:14]1[S:18][C:17]2[CH:19]=[CH:20][CH:21]=[CH:22][C:16]=2[C:1]=1[C:2]([Cl:4])=[O:3]. The catalyst class is: 4. (7) Product: [CH2:1]([O:3][C:4]([C:6]1[N:7]=[C:8]([N:22]2[CH2:23][CH2:24][N:25]([CH2:28][CH2:29][OH:30])[CH2:26][CH2:27]2)[N:9]([CH3:21])[C:10](=[O:20])[C:11]=1[OH:12])=[O:5])[CH3:2]. The catalyst class is: 99. Reactant: [CH2:1]([O:3][C:4]([C:6]1[N:7]=[C:8]([N:22]2[CH2:27][CH2:26][N:25]([CH2:28][CH2:29][OH:30])[CH2:24][CH2:23]2)[N:9]([CH3:21])[C:10](=[O:20])[C:11]=1[O:12]CC1C=CC=CC=1)=[O:5])[CH3:2].